Predict the reactants needed to synthesize the given product. From a dataset of Retrosynthesis with 50K atom-mapped reactions and 10 reaction types from USPTO. (1) Given the product CCOC(CCNC(=O)c1cc2nccc(Oc3ccc(NC(=O)Nc4cc(C)ccc4F)c(F)c3)c2s1)OCC, predict the reactants needed to synthesize it. The reactants are: CCOC(CCN)OCC.Cc1ccc(F)c(NC(=O)Nc2ccc(Oc3ccnc4cc(C(=O)O)sc34)cc2F)c1. (2) Given the product Cc1ccc2c(c1)c1c(n2CCc2ccc(C)nc2)CCN(C(=O)OC(C)(C)C)C1, predict the reactants needed to synthesize it. The reactants are: Cc1ccc2c(c1)c1c(n2C=Cc2ccc(C)nc2)CCN(C(=O)OC(C)(C)C)C1. (3) Given the product COC(=O)CN(C)C(=O)[C@H](Cc1ccccc1)NC(=O)OC(C)(C)C, predict the reactants needed to synthesize it. The reactants are: CC(C)(C)OC(=O)N[C@@H](Cc1ccccc1)C(=O)O.CNCC(=O)OC.